Dataset: Forward reaction prediction with 1.9M reactions from USPTO patents (1976-2016). Task: Predict the product of the given reaction. (1) Given the reactants [C:1]([C:4]1[C:22](=[O:23])[C@@:8]2([CH3:24])[C:9]3[C:15]([OH:16])=[CH:14][C:13]([O:17][CH3:18])=[C:12]([C:19]([NH2:21])=[O:20])[C:10]=3[O:11][C:7]2=[CH:6][C:5]=1[OH:25])(=[O:3])[CH3:2].[CH3:26][C:27]1[C:36]2[C:31](=[CH:32][CH:33]=[CH:34][CH:35]=2)[C:30]([CH:37]=O)=[CH:29][CH:28]=1.C([SiH](CC)CC)C.FC(F)(F)C(O)=O, predict the reaction product. The product is: [C:1]([C:4]1[C:22](=[O:23])[C@@:8]2([CH3:24])[C:9]3[C:15]([OH:16])=[CH:14][C:13]([O:17][CH3:18])=[C:12]([C:19]([NH:21][CH2:37][C:30]4[C:31]5[C:36](=[CH:35][CH:34]=[CH:33][CH:32]=5)[C:27]([CH3:26])=[CH:28][CH:29]=4)=[O:20])[C:10]=3[O:11][C:7]2=[CH:6][C:5]=1[OH:25])(=[O:3])[CH3:2]. (2) Given the reactants [C:1]([C:3]1[CH:4]=[C:5]2[C:10](=[CH:11][C:12]=1[OH:13])[N:9]=[CH:8][CH:7]=[C:6]2[O:14][C:15]1[CH:16]=[C:17]2[C:21](=[CH:22][CH:23]=1)[NH:20][CH:19]=[CH:18]2)#[N:2].[C:24](=[O:27])([O-:26])[O-:25].[K+].[K+].C(OC([N:37]1[CH2:42][CH2:41][CH:40]([CH2:43]Br)[CH2:39][CH2:38]1)=O)(C)(C)C.O, predict the reaction product. The product is: [C:1]([C:3]1[CH:4]=[C:5]2[C:10](=[CH:11][C:12]=1[O:13][CH2:43][CH:40]1[CH2:41][CH2:42][N:37]([O:27][C:24]([O:26][C:3]([CH3:4])([CH3:12])[CH3:1])=[O:25])[CH2:38][CH2:39]1)[N:9]=[CH:8][CH:7]=[C:6]2[O:14][C:15]1[CH:16]=[C:17]2[C:21](=[CH:22][CH:23]=1)[NH:20][CH:19]=[CH:18]2)#[N:2]. (3) Given the reactants [Cl:1][C:2]1[CH:3]=[C:4]2[C:9](=[CH:10][CH:11]=1)[CH:8]=[C:7]([S:12]([N:15]1[CH2:20][CH2:19][N:18]([C:21](=[O:29])[C:22]3[CH:27]=[CH:26][C:25](I)=[CH:24][CH:23]=3)[CH2:17][CH2:16]1)(=[O:14])=[O:13])[CH:6]=[CH:5]2.C(B(CC)[C:33]1[CH:34]=[N:35][CH:36]=[CH:37][CH:38]=1)C.[OH-].[K+], predict the reaction product. The product is: [Cl:1][C:2]1[CH:3]=[C:4]2[C:9](=[CH:10][CH:11]=1)[CH:8]=[C:7]([S:12]([N:15]1[CH2:20][CH2:19][N:18]([C:21](=[O:29])[C:22]3[CH:27]=[CH:26][C:25]([C:33]4[CH:34]=[N:35][CH:36]=[CH:37][CH:38]=4)=[CH:24][CH:23]=3)[CH2:17][CH2:16]1)(=[O:14])=[O:13])[CH:6]=[CH:5]2. (4) The product is: [F:20][C:21]1[CH:29]=[CH:28][CH:27]=[CH:26][C:22]=1[C:23]([NH:19][C:3]1[CH:4]=[CH:5][C:6]([N:8]2[CH2:12][CH2:11][CH:10]([N:13]3[CH2:17][CH2:16][CH2:15][C@H:14]3[CH3:18])[CH2:9]2)=[CH:7][C:2]=1[CH3:1])=[O:24]. Given the reactants [CH3:1][C:2]1[CH:7]=[C:6]([N:8]2[CH2:12][CH2:11][CH:10]([N:13]3[CH2:17][CH2:16][CH2:15][C@H:14]3[CH3:18])[CH2:9]2)[CH:5]=[CH:4][C:3]=1[NH2:19].[F:20][C:21]1[CH:29]=[CH:28][CH:27]=[CH:26][C:22]=1[C:23](Cl)=[O:24], predict the reaction product.